Predict the product of the given reaction. From a dataset of Forward reaction prediction with 1.9M reactions from USPTO patents (1976-2016). Given the reactants C[O:2][C:3]([C:5]1[S:6][C:7]([CH2:10][CH2:11][N:12]2[CH:17]=[CH:16][C:15]([O:18][CH2:19][C:20]3[CH:25]=[CH:24][CH:23]=[CH:22][CH:21]=3)=[CH:14][C:13]2=[O:26])=[CH:8][CH:9]=1)=[O:4].[OH-].[Na+], predict the reaction product. The product is: [CH2:19]([O:18][C:15]1[CH:16]=[CH:17][N:12]([CH2:11][CH2:10][C:7]2[S:6][C:5]([C:3]([OH:4])=[O:2])=[CH:9][CH:8]=2)[C:13](=[O:26])[CH:14]=1)[C:20]1[CH:21]=[CH:22][CH:23]=[CH:24][CH:25]=1.